The task is: Predict which catalyst facilitates the given reaction.. This data is from Catalyst prediction with 721,799 reactions and 888 catalyst types from USPTO. (1) Reactant: [NH2:1][S:2]([C:5]1[CH:10]=[C:9]([O:11][CH2:12][C:13]2[CH:18]=[CH:17][CH:16]=[CH:15][CH:14]=2)[CH:8]=[CH:7][C:6]=1[NH:19][C:20](=O)[CH2:21][C:22]([O:24][CH2:25][CH3:26])=[O:23])(=[O:4])=[O:3].C(=O)([O-])[O-].[Na+].[Na+]. Product: [CH2:12]([O:11][C:9]1[CH:8]=[CH:7][C:6]2[NH:19][C:20]([CH2:21][C:22]([O:24][CH2:25][CH3:26])=[O:23])=[N:1][S:2](=[O:4])(=[O:3])[C:5]=2[CH:10]=1)[C:13]1[CH:18]=[CH:17][CH:16]=[CH:15][CH:14]=1. The catalyst class is: 8. (2) Reactant: [NH2:1][C@@H:2]([C:27]1[CH:32]=[CH:31][CH:30]=[CH:29][CH:28]=1)[C:3]([N:5]1[C@H:10]([C:11]([NH:13][C@H:14]2[C:23]3[C:18](=[CH:19][CH:20]=[CH:21][CH:22]=3)[O:17][CH2:16][CH2:15]2)=[O:12])[CH2:9][N:8]2[CH2:24][CH2:25][CH2:26][C@@H:7]2[CH2:6]1)=[O:4].[C:33]([O:37][C:38]([N:40]([CH3:46])[C@H:41]([C:43](O)=[O:44])[CH3:42])=[O:39])([CH3:36])([CH3:35])[CH3:34].F[P-](F)(F)(F)(F)F.N1(OC(N(C)C)=[N+](C)C)C2N=CC=CC=2N=N1.C(N(CC)C(C)C)(C)C. Product: [C:33]([O:37][C:38](=[O:39])[N:40]([C@@H:41]([CH3:42])[C:43]([NH:1][C@@H:2]([C:27]1[CH:32]=[CH:31][CH:30]=[CH:29][CH:28]=1)[C:3]([N:5]1[C@H:10]([C:11](=[O:12])[NH:13][C@H:14]2[C:23]3[C:18](=[CH:19][CH:20]=[CH:21][CH:22]=3)[O:17][CH2:16][CH2:15]2)[CH2:9][N:8]2[CH2:24][CH2:25][CH2:26][C@@H:7]2[CH2:6]1)=[O:4])=[O:44])[CH3:46])([CH3:36])([CH3:34])[CH3:35]. The catalyst class is: 42. (3) Reactant: C(OC([N:11]1[CH2:16][CH2:15][CH2:14][CH:13]([C:17](=[O:33])[NH:18][C:19]2[CH:24]=[C:23]([C:25]3[CH:30]=[CH:29][CH:28]=[CH:27][C:26]=3[O:31][CH3:32])[N:22]=[CH:21][N:20]=2)[CH2:12]1)=O)C1C=CC=CC=1. Product: [CH3:32][O:31][C:26]1[CH:27]=[CH:28][CH:29]=[CH:30][C:25]=1[C:23]1[N:22]=[CH:21][N:20]=[C:19]([NH:18][C:17]([CH:13]2[CH2:14][CH2:15][CH2:16][NH:11][CH2:12]2)=[O:33])[CH:24]=1. The catalyst class is: 293. (4) Reactant: [Cl:1][C:2]1[CH:7]=[CH:6][N:5]=[C:4]2[CH:8]=[C:9]([C:11](Cl)=[O:12])[S:10][C:3]=12.[C:14]([NH:17][NH2:18])(=[O:16])[CH3:15]. Product: [C:14]([NH:17][NH:18][C:11]([C:9]1[S:10][C:3]2[C:4](=[N:5][CH:6]=[CH:7][C:2]=2[Cl:1])[CH:8]=1)=[O:12])(=[O:16])[CH3:15]. The catalyst class is: 4. (5) Reactant: [F:1][C:2]1[CH:3]=[CH:4][CH:5]=[C:6]2[C:10]=1[NH:9][C:8](=[O:11])[C:7]2=O.Cl.[NH2:14][OH:15].O. Product: [F:1][C:2]1[CH:3]=[CH:4][CH:5]=[C:6]2[C:10]=1[NH:9][C:8](=[O:11])[C:7]2=[N:14][OH:15]. The catalyst class is: 8. (6) Reactant: [OH:1][C:2]([C@@:5]1([C:18]([N:20]2[CH2:25][CH2:24][N:23]([C:26]3[CH:31]=[C:30]([C:32]([F:35])([F:34])[F:33])[CH:29]=[CH:28][N:27]=3)[CH2:22][CH2:21]2)=[O:19])[CH2:9][CH2:8][CH:7]([NH:10]C(=O)OC(C)(C)C)[CH2:6]1)([CH3:4])[CH3:3].[ClH:36]. Product: [ClH:36].[ClH:36].[NH2:10][C@H:7]1[CH2:8][CH2:9][C@@:5]([C:2]([OH:1])([CH3:3])[CH3:4])([C:18]([N:20]2[CH2:21][CH2:22][N:23]([C:26]3[CH:31]=[C:30]([C:32]([F:34])([F:35])[F:33])[CH:29]=[CH:28][N:27]=3)[CH2:24][CH2:25]2)=[O:19])[CH2:6]1. The catalyst class is: 332.